From a dataset of Reaction yield outcomes from USPTO patents with 853,638 reactions. Predict the reaction yield, written as a fraction of the theoretical maximum amount of product (1.0 means a 100% yield; for example, 0.34 means a 34% yield). (1) The yield is 0.800. The reactants are [NH2:1][C:2]1[CH:11]=[C:10]([Cl:12])[C:9]([I:13])=[CH:8][C:3]=1[C:4]([O:6][CH3:7])=[O:5].N1C=CC=CC=1.[C:20](Cl)(=[O:22])[CH3:21]. The catalyst is ClCCl. The product is [C:20]([NH:1][C:2]1[CH:11]=[C:10]([Cl:12])[C:9]([I:13])=[CH:8][C:3]=1[C:4]([O:6][CH3:7])=[O:5])(=[O:22])[CH3:21]. (2) The reactants are [C:1]([C:5]1[CH:10]=[CH:9][C:8]([CH:11]2[CH2:13][CH:12]2[C:14]([OH:16])=O)=[CH:7][C:6]=1[F:17])([CH3:4])([CH3:3])[CH3:2].C(Cl)(=O)C(Cl)=O.Cl.Cl.[NH2:26][CH2:27][C:28]([C:30]1[N:31]([CH3:35])[CH:32]=[CH:33][N:34]=1)=[O:29].C(N(CC)CC)C. The catalyst is ClCCl.CN(C)C=O. The product is [C:1]([C:5]1[CH:10]=[CH:9][C:8]([CH:11]2[CH2:13][CH:12]2[C:14]([NH:26][CH2:27][C:28]([C:30]2[N:31]([CH3:35])[CH:32]=[CH:33][N:34]=2)=[O:29])=[O:16])=[CH:7][C:6]=1[F:17])([CH3:2])([CH3:3])[CH3:4]. The yield is 0.750.